Dataset: NCI-60 drug combinations with 297,098 pairs across 59 cell lines. Task: Regression. Given two drug SMILES strings and cell line genomic features, predict the synergy score measuring deviation from expected non-interaction effect. Drug 1: CN(C)N=NC1=C(NC=N1)C(=O)N. Drug 2: CCC1(CC2CC(C3=C(CCN(C2)C1)C4=CC=CC=C4N3)(C5=C(C=C6C(=C5)C78CCN9C7C(C=CC9)(C(C(C8N6C)(C(=O)OC)O)OC(=O)C)CC)OC)C(=O)OC)O.OS(=O)(=O)O. Cell line: UO-31. Synergy scores: CSS=13.7, Synergy_ZIP=-0.914, Synergy_Bliss=-2.06, Synergy_Loewe=-0.0494, Synergy_HSA=0.342.